This data is from Full USPTO retrosynthesis dataset with 1.9M reactions from patents (1976-2016). The task is: Predict the reactants needed to synthesize the given product. (1) Given the product [CH3:1][O:2][C:3]1[CH:4]=[C:5]([NH:26][S:40]([CH:37]([CH3:39])[CH3:38])(=[O:42])=[O:41])[CH:6]=[CH:7][C:8]=1[C:9]1[O:10][C:11]([C:14]2[C:15]([C:20]3[CH:21]=[CH:22][CH:23]=[CH:24][CH:25]=3)=[N:16][O:17][C:18]=2[CH3:19])=[N:12][N:13]=1, predict the reactants needed to synthesize it. The reactants are: [CH3:1][O:2][C:3]1[CH:4]=[C:5]([NH2:26])[CH:6]=[CH:7][C:8]=1[C:9]1[O:10][C:11]([C:14]2[C:15]([C:20]3[CH:25]=[CH:24][CH:23]=[CH:22][CH:21]=3)=[N:16][O:17][C:18]=2[CH3:19])=[N:12][N:13]=1.C[Si]([N-][Si](C)(C)C)(C)C.[K+].[CH:37]([S:40](Cl)(=[O:42])=[O:41])([CH3:39])[CH3:38].N1C=CC=CC=1. (2) Given the product [CH3:11][CH2:2][CH2:3][CH:4]([CH3:9])[CH3:5].[OH:12][C:13]1[CH:14]=[C:15]([S:19]([C:20]2[C:28]3[C:27](=[O:29])[N:26]([CH3:30])[C:25](=[O:31])[N:24]([CH2:32][CH:33]([CH3:34])[CH3:35])[C:23]=3[S:22][C:21]=2[CH2:36][C:37]2[C:46]3[C:41](=[CH:42][CH:43]=[CH:44][CH:45]=3)[CH:40]=[CH:39][CH:38]=2)=[O:6])[CH:16]=[CH:17][CH:18]=1, predict the reactants needed to synthesize it. The reactants are: Cl[C:2]1[CH:3]=[C:4]([CH:9]=C[CH:11]=1)[C:5](OO)=[O:6].[OH:12][C:13]1[CH:14]=[C:15]([S:19][C:20]2[C:28]3[C:27](=[O:29])[N:26]([CH3:30])[C:25](=[O:31])[N:24]([CH2:32][CH:33]([CH3:35])[CH3:34])[C:23]=3[S:22][C:21]=2[CH2:36][C:37]2[C:46]3[C:41](=[CH:42][CH:43]=[CH:44][CH:45]=3)[CH:40]=[CH:39][CH:38]=2)[CH:16]=[CH:17][CH:18]=1.C(OCC)(=O)C. (3) Given the product [OH:52][C:49]1[CH:48]=[CH:47][C:46]([C:14]2[C:12]3[NH:13][C:9]([C:8]([C:5]4[CH:6]=[CH:7][C:2]([O:1][CH2:73][CH2:72][CH2:71][CH2:70][CH2:69][CH2:68][CH2:67][CH2:66][CH2:65][CH2:64][CH2:63][CH2:62][CH2:61][CH3:60])=[CH:3][CH:4]=4)=[C:28]4[N:29]=[C:25]([C:24]([C:30]5[CH:31]=[CH:32][C:33]([OH:36])=[CH:34][CH:35]=5)=[C:23]5[NH:37][C:20](=[C:19]([C:38]6[CH:43]=[CH:42][C:41]([OH:44])=[CH:40][CH:39]=6)[C:18]6[CH:17]=[CH:16][C:15]=2[N:45]=6)[CH:21]=[CH:22]5)[CH:26]=[CH:27]4)=[CH:10][CH:11]=3)=[CH:51][CH:50]=1, predict the reactants needed to synthesize it. The reactants are: [OH:1][C:2]1[CH:7]=[CH:6][C:5]([C:8]2[C:9]3[NH:13][C:12]([C:14]([C:46]4[CH:51]=[CH:50][C:49]([OH:52])=[CH:48][CH:47]=4)=[C:15]4[N:45]=[C:18]([C:19]([C:38]5[CH:43]=[CH:42][C:41]([OH:44])=[CH:40][CH:39]=5)=[C:20]5[NH:37][C:23](=[C:24]([C:30]6[CH:35]=[CH:34][C:33]([OH:36])=[CH:32][CH:31]=6)[C:25]6[CH:26]=[CH:27][C:28]=2[N:29]=6)[CH:22]=[CH:21]5)[CH:17]=[CH:16]4)=[CH:11][CH:10]=3)=[CH:4][CH:3]=1.C([O-])([O-])=O.[K+].[K+].Br[CH2:60][CH2:61][CH2:62][CH2:63][CH2:64][CH2:65][CH2:66][CH2:67][CH2:68][CH2:69][CH2:70][CH2:71][CH2:72][CH3:73]. (4) Given the product [I:6][C:19]1[CH:20]=[CH:21][C:16]([F:15])=[C:17]([F:23])[C:18]=1[F:22], predict the reactants needed to synthesize it. The reactants are: C([Li])CCC.[I:6]I.S([O-])([O-])(=O)=S.[Na+].[Na+].[F:15][C:16]1[CH:21]=[CH:20][CH:19]=[C:18]([F:22])[C:17]=1[F:23]. (5) Given the product [CH2:24]([NH:23][C:2]1[CH:7]=[N:6][C:5]([N:8]2[C:12]3[CH:13]=[CH:14][C:15]([O:17][CH3:18])=[CH:16][C:11]=3[N:10]=[C:9]2[C:19]([F:22])([F:21])[F:20])=[CH:4][CH:3]=1)[CH3:25], predict the reactants needed to synthesize it. The reactants are: Br[C:2]1[CH:3]=[CH:4][C:5]([N:8]2[C:12]3[CH:13]=[CH:14][C:15]([O:17][CH3:18])=[CH:16][C:11]=3[N:10]=[C:9]2[C:19]([F:22])([F:21])[F:20])=[N:6][CH:7]=1.[NH:23]1CCC[C@H:24]1[C:25](O)=O.CCN.C([O-])([O-])=O.[K+].[K+].